From a dataset of Catalyst prediction with 721,799 reactions and 888 catalyst types from USPTO. Predict which catalyst facilitates the given reaction. Reactant: C(Cl)(Cl)=O.C(N(CC)CC)C.[OH:12][C:13]1[CH:18]=[CH:17][C:16]([C:19]([C:22]2[CH:27]=[CH:26][C:25]([OH:28])=[CH:24][CH:23]=2)([CH3:21])[CH3:20])=[CH:15][CH:14]=1.[C:29]([C:38]1C=CC(O)=C[CH:39]=1)([C:32]1C=CC=[CH:34][CH:33]=1)(C)C. Product: [C:19]1([C:22]2[CH:23]=[CH:24][C:25]([OH:28])=[CH:26][CH:27]=2)([C:16]2[CH:15]=[CH:14][C:13]([OH:12])=[CH:18][CH:17]=2)[C:21]2[C:33](=[CH:32][CH:29]=[CH:38][CH:39]=2)[CH2:34][CH2:20]1. The catalyst class is: 232.